This data is from Forward reaction prediction with 1.9M reactions from USPTO patents (1976-2016). The task is: Predict the product of the given reaction. (1) Given the reactants [CH2:1]([O:3][C:4](=[O:29])[CH2:5][CH2:6][CH2:7][O:8][C:9]1[CH:14]=[CH:13][CH:12]=[C:11]([CH2:15][CH2:16][CH2:17][CH2:18][CH2:19][CH2:20]Br)[C:10]=1[CH2:22][CH2:23][C:24]([O:26][CH2:27][CH3:28])=[O:25])[CH3:2].[I:30][C:31]1[CH:32]=[C:33]([OH:41])[CH:34]=[C:35]([S:37]([CH3:40])(=[O:39])=[O:38])[CH:36]=1.C(=O)([O-])[O-].[K+].[K+], predict the reaction product. The product is: [CH2:1]([O:3][C:4](=[O:29])[CH2:5][CH2:6][CH2:7][O:8][C:9]1[CH:14]=[CH:13][CH:12]=[C:11]([CH2:15][CH2:16][CH2:17][CH2:18][CH2:19][CH2:20][O:41][C:33]2[CH:34]=[C:35]([S:37]([CH3:40])(=[O:39])=[O:38])[CH:36]=[C:31]([I:30])[CH:32]=2)[C:10]=1[CH2:22][CH2:23][C:24]([O:26][CH2:27][CH3:28])=[O:25])[CH3:2]. (2) Given the reactants COC[O:4][C:5]1[C:13]2[CH:12]=[C:11]([C:14]([OH:16])=[O:15])[S:10][C:9]=2[CH:8]=[CH:7][CH:6]=1.S(Cl)(Cl)=O.[CH3:21]O, predict the reaction product. The product is: [OH:4][C:5]1[C:13]2[CH:12]=[C:11]([C:14]([O:16][CH3:21])=[O:15])[S:10][C:9]=2[CH:8]=[CH:7][CH:6]=1. (3) Given the reactants [CH2:1]([C@H:4]1[C:13]2=[C:14]3[C:19](=[CH:20][CH:21]=[C:12]2[C:11]2[C:10]([OH:25])=[CH:9][CH:8]=[CH:7][C:6]=2[O:5]1)[NH:18][C:17]([CH3:23])([CH3:22])[CH:16]=[C:15]3[CH3:24])[CH:2]=[CH2:3].[C:26](O[K])(C)(C)C.IC.[NH4+].[Cl-], predict the reaction product. The product is: [CH2:1]([C@H:4]1[C:13]2=[C:14]3[C:19](=[CH:20][CH:21]=[C:12]2[C:11]2[C:10]([O:25][CH3:26])=[CH:9][CH:8]=[CH:7][C:6]=2[O:5]1)[NH:18][C:17]([CH3:23])([CH3:22])[CH:16]=[C:15]3[CH3:24])[CH:2]=[CH2:3].